This data is from Peptide-MHC class II binding affinity with 134,281 pairs from IEDB. The task is: Regression. Given a peptide amino acid sequence and an MHC pseudo amino acid sequence, predict their binding affinity value. This is MHC class II binding data. (1) The peptide sequence is ITYVATATLPNYCRA. The MHC is DRB4_0101 with pseudo-sequence DRB4_0103. The binding affinity (normalized) is 0.224. (2) The peptide sequence is GFPVRPQVPLRPMTYKGAFDL. The MHC is HLA-DPA10103-DPB10401 with pseudo-sequence HLA-DPA10103-DPB10401. The binding affinity (normalized) is 0.324. (3) The peptide sequence is ILPIAEMSVVAMEFG. The MHC is HLA-DQA10501-DQB10301 with pseudo-sequence HLA-DQA10501-DQB10301. The binding affinity (normalized) is 0.381.